From a dataset of Forward reaction prediction with 1.9M reactions from USPTO patents (1976-2016). Predict the product of the given reaction. (1) Given the reactants [C:1]([O:9]CC)(=O)[CH2:2][C:3]([O:5][CH2:6][CH3:7])=[O:4].CC[O-].[Na+].C([O:18][C:19]([C:21]1[C:22]([CH3:30])=[N:23][N:24]([CH:27]([CH3:29])[CH3:28])[C:25]=1[NH2:26])=O)C, predict the reaction product. The product is: [CH2:6]([O:5][C:3]([C:2]1[C:1](=[O:9])[NH:26][C:25]2[N:24]([CH:27]([CH3:28])[CH3:29])[N:23]=[C:22]([CH3:30])[C:21]=2[C:19]=1[OH:18])=[O:4])[CH3:7]. (2) Given the reactants C(OC(=O)C1C=CC(CBr)=C(C(F)(F)F)C=1)C.C(OC(=O)[NH:24][C@@H:25]1[CH2:30][CH2:29][CH2:28][NH:27][CH2:26]1)(C)(C)C.C(OC(=O)C1C=CC(CN2CC[C@@H](NC(OC(C)(C)C)=O)C2)=C(C(F)(F)F)C=1)C.C(OC(=O)N[C@@H]1CCN([CH2:73][C:74]2[CH:79]=[CH:78][C:77]([C:80](=[O:95])[NH:81][CH2:82][C:83]3[CH:88]=[C:87]([Cl:89])[CH:86]=[CH:85][C:84]=3[S:90]([CH2:93][CH3:94])(=[O:92])=[O:91])=[CH:76][C:75]=2[C:96]([F:99])([F:98])[F:97])C1)(C)(C)C.[OH-].[K+].[OH-].[Na+], predict the reaction product. The product is: [NH2:24][C@@H:25]1[CH2:30][CH2:29][CH2:28][N:27]([CH2:73][C:74]2[CH:79]=[CH:78][C:77]([C:80]([NH:81][CH2:82][C:83]3[CH:88]=[C:87]([Cl:89])[CH:86]=[CH:85][C:84]=3[S:90]([CH2:93][CH3:94])(=[O:92])=[O:91])=[O:95])=[CH:76][C:75]=2[C:96]([F:99])([F:98])[F:97])[CH2:26]1. (3) Given the reactants [CH3:1][N:2]1[CH:10]=[C:9]2[C:4]([CH:5]=[C:6](B3OC(C)(C)C(C)(C)O3)[CH:7]=[C:8]2[O:11][C@@H:12]([C@H:14]2[CH2:18][NH:17][C:16](=[O:19])[CH2:15]2)[CH3:13])=[N:3]1.Br[C:30]1[CH:31]=[N:32][N:33]([CH2:35][CH2:36][C:37]([F:40])([F:39])[F:38])[CH:34]=1.C(=O)([O-])[O-].[Na+].[Na+], predict the reaction product. The product is: [CH3:1][N:2]1[CH:10]=[C:9]2[C:4]([CH:5]=[C:6]([C:30]3[CH:31]=[N:32][N:33]([CH2:35][CH2:36][C:37]([F:39])([F:40])[F:38])[CH:34]=3)[CH:7]=[C:8]2[O:11][C@@H:12]([C@H:14]2[CH2:18][NH:17][C:16](=[O:19])[CH2:15]2)[CH3:13])=[N:3]1. (4) The product is: [CH:1]1([CH2:4][C:5]2[N:14]([C:15]3[CH:20]=[CH:19][C:18]([O:21][CH3:22])=[CH:17][CH:16]=3)[C:9]3[CH:10]=[CH:11][CH:12]=[CH:13][C:8]=3[N:7]=2)[CH2:3][CH2:2]1. Given the reactants [CH:1]1([CH2:4][C:5]([NH:7][C:8]2[CH:13]=[CH:12][CH:11]=[CH:10][C:9]=2[NH:14][C:15]2[CH:20]=[CH:19][C:18]([O:21][CH3:22])=[CH:17][CH:16]=2)=O)[CH2:3][CH2:2]1.Cl.O1CCOCC1.CO, predict the reaction product. (5) Given the reactants [N:1]([C@H:4]1[CH2:8][O:7][CH2:6][C@@H:5]1[O:9][Si:10]([CH3:13])([CH3:12])[CH3:11])=[N+]=[N-], predict the reaction product. The product is: [CH3:11][Si:10]([CH3:13])([CH3:12])[O:9][C@H:5]1[CH2:6][O:7][CH2:8][C@@H:4]1[NH2:1]. (6) Given the reactants [F:1][C:2]1[CH:21]=[CH:20][CH:19]=[CH:18][C:3]=1[CH2:4][N:5]1[C:9]([C:10]2[S:11][CH:12]=[CH:13][N:14]=2)=[N:8][C:7]([C:15](=[NH:17])[NH2:16])=[N:6]1.C(O[CH:25]=[CH:26][C:27]#[N:28])C.C1CCN2C(=NCCC2)CC1.CC#N.CO.C(Cl)Cl, predict the reaction product. The product is: [F:1][C:2]1[CH:21]=[CH:20][CH:19]=[CH:18][C:3]=1[CH2:4][N:5]1[C:9]([C:10]2[S:11][CH:12]=[CH:13][N:14]=2)=[N:8][C:7]([C:15]2[N:16]=[C:27]([NH2:28])[CH:26]=[CH:25][N:17]=2)=[N:6]1. (7) Given the reactants [CH2:1]([C:4]1[C:17]2[CH2:16][C:15]3[C:10](=[C:11]([CH2:27][CH2:28][CH3:29])[C:12]([CH2:24][CH2:25][CH3:26])=[C:13]([CH2:21][CH2:22][CH3:23])[C:14]=3[CH2:18][CH2:19][CH3:20])[CH2:9][C:8]=2[C:7]([CH2:30][CH2:31][CH3:32])=[C:6]([CH2:33][CH2:34][CH3:35])[C:5]=1[CH2:36][CH2:37][CH3:38])[CH2:2][CH3:3], predict the reaction product. The product is: [CH2:30]([C:7]1[C:8]2[C:17](=[CH:16][C:15]3[C:10]([CH:9]=2)=[C:11]([CH2:27][CH2:28][CH3:29])[C:12]([CH2:24][CH2:25][CH3:26])=[C:13]([CH2:21][CH2:22][CH3:23])[C:14]=3[CH2:18][CH2:19][CH3:20])[C:4]([CH2:1][CH2:2][CH3:3])=[C:5]([CH2:36][CH2:37][CH3:38])[C:6]=1[CH2:33][CH2:34][CH3:35])[CH2:31][CH3:32]. (8) Given the reactants [N:1]1([CH2:6][C:7]2[S:11][C:10]([NH2:12])=[N:9][CH:8]=2)[CH2:5][CH2:4][CH2:3][CH2:2]1.[ClH:13], predict the reaction product. The product is: [N:1]1([CH2:6][C:7]2[S:11][C:10]([NH2:12])=[N:9][CH:8]=2)[CH2:2][CH2:3][CH2:4][CH2:5]1.[ClH:13].[N:1]1([CH2:6][C:7]2[S:11][C:10]([NH2:12])=[N:9][CH:8]=2)[CH2:2][CH2:3][CH2:4][CH2:5]1. (9) Given the reactants Br[C:2]1[C:3]([N:22]([CH2:26][CH3:27])[CH2:23][CH2:24][OH:25])=[N:4][CH:5]=[C:6]([CH:21]=1)[C:7]([NH:9][C:10]1[CH:15]=[CH:14][C:13]([O:16][C:17]([Cl:20])([F:19])[F:18])=[CH:12][CH:11]=1)=[O:8].[F:28][C:29]1[CH:30]=[N:31][CH:32]=[C:33](B2OC(C)(C)C(C)(C)O2)[CH:34]=1, predict the reaction product. The product is: [Cl:20][C:17]([F:19])([F:18])[O:16][C:13]1[CH:14]=[CH:15][C:10]([NH:9][C:7]([C:6]2[CH:21]=[C:2]([C:33]3[CH:32]=[N:31][CH:30]=[C:29]([F:28])[CH:34]=3)[C:3]([N:22]([CH2:26][CH3:27])[CH2:23][CH2:24][OH:25])=[N:4][CH:5]=2)=[O:8])=[CH:11][CH:12]=1.